This data is from Full USPTO retrosynthesis dataset with 1.9M reactions from patents (1976-2016). The task is: Predict the reactants needed to synthesize the given product. (1) Given the product [CH3:32][S:33]([NH:36][C:2]([C:4]1[CH:31]=[C:7]2[CH2:8][N:9]([C:13]([O:15][CH2:16][C:17]3[CH:22]=[C:21]([C:23]([F:26])([F:25])[F:24])[CH:20]=[C:19]([C:27]([F:30])([F:29])[F:28])[CH:18]=3)=[O:14])[CH2:10][CH2:11][CH2:12][N:6]2[N:5]=1)=[O:3])(=[O:35])=[O:34], predict the reactants needed to synthesize it. The reactants are: Cl[C:2]([C:4]1[CH:31]=[C:7]2[CH2:8][N:9]([C:13]([O:15][CH2:16][C:17]3[CH:22]=[C:21]([C:23]([F:26])([F:25])[F:24])[CH:20]=[C:19]([C:27]([F:30])([F:29])[F:28])[CH:18]=3)=[O:14])[CH2:10][CH2:11][CH2:12][N:6]2[N:5]=1)=[O:3].[CH3:32][S:33]([NH2:36])(=[O:35])=[O:34].C(N(C(C)C)CC)(C)C. (2) Given the product [N:3]1[CH:4]=[CH:5][CH:6]=[CH:7][C:2]=1[C:10]1[O:11][C:12]([C:15]([O:17][CH2:18][CH3:19])=[O:16])=[CH:13][CH:14]=1, predict the reactants needed to synthesize it. The reactants are: Br[C:2]1[CH:7]=[CH:6][CH:5]=[CH:4][N:3]=1.Br[Zn][C:10]1[O:11][C:12]([C:15]([O:17][CH2:18][CH3:19])=[O:16])=[CH:13][CH:14]=1. (3) Given the product [C:9](/[CH:19]=[C:6]1\[CH:7]=[C:2]([CH3:1])[C:3]([O:5]\1)=[O:4])(=[O:18])[CH:10]=[CH:11][C:12]1[CH:17]=[CH:16][CH:15]=[CH:14][CH:13]=1, predict the reactants needed to synthesize it. The reactants are: [CH3:1][C:2]1[C:3]([O:5][C:6](=O)[CH:7]=1)=[O:4].[C:9]([CH:19]=P(C1C=CC=CC=1)(C1C=CC=CC=1)C1C=CC=CC=1)(=[O:18])[CH:10]=[CH:11][C:12]1[CH:17]=[CH:16][CH:15]=[CH:14][CH:13]=1. (4) Given the product [NH:29]([C:30]([NH:1][C:2]1[CH:3]=[CH:4][C:5]([CH2:6][C@H:7]2[CH2:11][O:10][C:9]([CH3:12])([CH3:13])[N:8]2[C:14]([O:16][C:17]([CH3:20])([CH3:19])[CH3:18])=[O:15])=[CH:21][CH:22]=1)=[O:31])[C:23]1[CH:28]=[CH:27][CH:26]=[CH:25][CH:24]=1, predict the reactants needed to synthesize it. The reactants are: [NH2:1][C:2]1[CH:22]=[CH:21][C:5]([CH2:6][C@H:7]2[CH2:11][O:10][C:9]([CH3:13])([CH3:12])[N:8]2[C:14]([O:16][C:17]([CH3:20])([CH3:19])[CH3:18])=[O:15])=[CH:4][CH:3]=1.[C:23]1([N:29]=[C:30]=[O:31])[CH:28]=[CH:27][CH:26]=[CH:25][CH:24]=1. (5) Given the product [CH3:1][N:2]([C:3]1[CH:8]=[C:7]([NH:9][CH3:10])[C:6]([N+:11]([O-:13])=[O:12])=[CH:5][N:4]=1)[C:19](=[O:20])[O:18][C:14]([CH3:17])([CH3:16])[CH3:15], predict the reactants needed to synthesize it. The reactants are: [CH3:1][NH:2][C:3]1[CH:8]=[C:7]([NH:9][CH3:10])[C:6]([N+:11]([O-:13])=[O:12])=[CH:5][N:4]=1.[C:14]([O:18][C:19](O[C:19]([O:18][C:14]([CH3:17])([CH3:16])[CH3:15])=[O:20])=[O:20])([CH3:17])([CH3:16])[CH3:15]. (6) Given the product [ClH:33].[NH2:32][CH2:8][CH2:9][O:10][C:11]1[CH:16]=[CH:15][C:14]([CH2:17][CH2:18][C:19](=[O:29])[CH2:20][C:21]([C:23]2[CH:24]=[CH:25][CH:26]=[CH:27][CH:28]=2)=[O:22])=[CH:13][C:12]=1[O:30][CH3:31], predict the reactants needed to synthesize it. The reactants are: C([CH:8]([NH2:32])[CH2:9][O:10][C:11]1[CH:16]=[CH:15][C:14]([CH2:17][CH2:18][C:19](=[O:29])[CH2:20][C:21]([C:23]2[CH:28]=[CH:27][CH:26]=[CH:25][CH:24]=2)=[O:22])=[CH:13][C:12]=1[O:30][CH3:31])(OC(C)(C)C)=O.[ClH:33].C(OCC)C. (7) Given the product [N+:8]([C:7]1[C:2]([O:1][CH2:16][C:17]2[CH:26]=[CH:25][C:20]([C:21]([O:23][CH3:24])=[O:22])=[CH:19][CH:18]=2)=[N:3][CH:4]=[C:5]([C:11]([F:12])([F:14])[F:13])[CH:6]=1)([O-:10])=[O:9], predict the reactants needed to synthesize it. The reactants are: [OH:1][C:2]1[C:7]([N+:8]([O-:10])=[O:9])=[CH:6][C:5]([C:11]([F:14])([F:13])[F:12])=[CH:4][N:3]=1.Cl[CH2:16][C:17]1[CH:26]=[CH:25][C:20]([C:21]([O:23][CH3:24])=[O:22])=[CH:19][CH:18]=1.